This data is from Choline transporter screen with 302,306 compounds. The task is: Binary Classification. Given a drug SMILES string, predict its activity (active/inactive) in a high-throughput screening assay against a specified biological target. (1) The compound is O=C1N(C(=O)C2C3C4C(C4)C(C12)C=C3)c1c(cccc1)C(=O)Nc1c(OC)cc(OC)cc1. The result is 0 (inactive). (2) The compound is O=C(N\N=C\c1ncccc1)c1cccnc1. The result is 0 (inactive). (3) The molecule is O=C(NC(CNC(=O)C(C)(C)C)C)C(C)(C)C. The result is 0 (inactive). (4) The drug is S=C(Nc1cc(ccc1)C(O)=O)NN\C=C1\c2c(N=C1)cccc2. The result is 0 (inactive).